This data is from Reaction yield outcomes from USPTO patents with 853,638 reactions. The task is: Predict the reaction yield, written as a fraction of the theoretical maximum amount of product (1.0 means a 100% yield; for example, 0.34 means a 34% yield). (1) The reactants are Br[C:2]1[CH:7]=[CH:6][C:5]([Br:8])=[CH:4][CH:3]=1.[Li]CCCC.CON(C)[C:17](=[O:27])[CH2:18][C:19]1[CH:24]=[CH:23][C:22]([O:25][CH3:26])=[CH:21][CH:20]=1. The catalyst is C1COCC1. The product is [Br:8][C:5]1[CH:6]=[CH:7][C:2]([C:17](=[O:27])[CH2:18][C:19]2[CH:24]=[CH:23][C:22]([O:25][CH3:26])=[CH:21][CH:20]=2)=[CH:3][CH:4]=1. The yield is 0.696. (2) The product is [C:21]([C:25]1[CH:30]=[CH:29][C:28]2[NH:31][C:5]([C:4]3[CH:7]=[CH:8][C:9]([O:10][CH2:11][CH2:12][CH2:13][N:14]4[CH2:19][CH2:18][N:17]([CH3:20])[CH2:16][CH2:15]4)=[C:2]([CH3:1])[CH:3]=3)=[N:32][C:27]=2[CH:26]=1)([CH3:24])([CH3:22])[CH3:23]. No catalyst specified. The reactants are [CH3:1][C:2]1[CH:3]=[C:4]([CH:7]=[CH:8][C:9]=1[O:10][CH2:11][CH2:12][CH2:13][N:14]1[CH2:19][CH2:18][N:17]([CH3:20])[CH2:16][CH2:15]1)[CH:5]=O.[C:21]([C:25]1[CH:26]=[C:27]([NH2:32])[C:28]([NH2:31])=[CH:29][CH:30]=1)([CH3:24])([CH3:23])[CH3:22]. The yield is 0.810. (3) The reactants are [NH2:1][C:2]1[N:3]([CH3:23])[O:4][C:5]2([C:15]3[C:10](=[CH:11][CH:12]=[C:13]([OH:16])[CH:14]=3)[O:9][CH:8]([C:17]3[CH:22]=[CH:21][CH:20]=[CH:19][CH:18]=3)[CH2:7]2)[N:6]=1.Br[CH2:25][C:26]1[CH:31]=[CH:30][CH:29]=[CH:28][CH:27]=1.C([O-])([O-])=O.[K+].[K+]. The catalyst is CC(C)=O. The product is [CH2:25]([O:16][C:13]1[CH:14]=[C:15]2[C:5]3([O:4][N:3]([CH3:23])[C:2]([NH2:1])=[N:6]3)[CH2:7][CH:8]([C:17]3[CH:18]=[CH:19][CH:20]=[CH:21][CH:22]=3)[O:9][C:10]2=[CH:11][CH:12]=1)[C:26]1[CH:31]=[CH:30][CH:29]=[CH:28][CH:27]=1. The yield is 0.0300. (4) The reactants are [H-].[Na+].[Br:3][C:4]1[S:5][C:6]([C:10]2[NH:11][CH:12]=[CH:13][N:14]=2)=[C:7]([Br:9])[N:8]=1.[CH3:15][Si:16]([CH3:23])([CH3:22])[CH2:17][CH2:18][O:19][CH2:20]Cl. The catalyst is C1COCC1. The product is [Br:3][C:4]1[S:5][C:6]([C:10]2[N:14]([CH2:20][O:19][CH2:18][CH2:17][Si:16]([CH3:23])([CH3:22])[CH3:15])[CH:13]=[CH:12][N:11]=2)=[C:7]([Br:9])[N:8]=1. The yield is 0.816. (5) The reactants are F.F.F.C(N(CC)CC)C.[Si]([O:28][CH2:29][C@H:30]1[O:34][C@@H:33]([N:35]2[CH:42]=[C:41]([CH3:43])[C:39](=[O:40])[NH:38][C:36]2=[O:37])[C@H:32]([O:44][CH2:45][CH2:46][O:47][N:48]([CH3:50])[CH3:49])[C@@H:31]1[OH:51])(C(C)(C)C)(C1C=CC=CC=1)C1C=CC=CC=1.CO. The catalyst is C1COCC1.C(Cl)Cl. The product is [CH3:49][N:48]([CH3:50])[O:47][CH2:46][CH2:45][O:44][C@@H:32]1[C@H:31]([OH:51])[C@@H:30]([CH2:29][OH:28])[O:34][C@H:33]1[N:35]1[CH:42]=[C:41]([CH3:43])[C:39](=[O:40])[NH:38][C:36]1=[O:37]. The yield is 0.925.